Predict the reactants needed to synthesize the given product. From a dataset of Full USPTO retrosynthesis dataset with 1.9M reactions from patents (1976-2016). (1) Given the product [C:26]([C:25]([C:22]1[CH:23]=[CH:24][C:19]([CH2:18][NH:17][C:11](=[O:13])[CH2:10][N:7]2[C:6]3[C:14]([F:15])=[C:2]([F:1])[CH:3]=[CH:4][C:5]=3[N:9]=[CH:8]2)=[CH:20][C:21]=1[F:30])([CH3:29])[CH3:28])#[N:27], predict the reactants needed to synthesize it. The reactants are: [F:1][C:2]1[CH:3]=[CH:4][C:5]2[N:9]=[CH:8][N:7]([CH2:10][C:11]([OH:13])=O)[C:6]=2[C:14]=1[F:15].Cl.[NH2:17][CH2:18][C:19]1[CH:24]=[CH:23][C:22]([C:25]([CH3:29])([CH3:28])[C:26]#[N:27])=[C:21]([F:30])[CH:20]=1.CCN(CC)CC.CN(C(ON1N=NC2C=CC=NC1=2)=[N+](C)C)C.F[P-](F)(F)(F)(F)F. (2) Given the product [OH:4][CH2:5][C:6]([C@H:9]1[C@@H:13]2[C@@H:14]3[C@@:27]([CH3:30])([CH2:28][CH2:29][C@@:12]2([NH:45][CH2:46][CH2:47][N:48]2[CH2:53][CH2:52][S:51](=[O:55])(=[O:54])[CH2:50][CH2:49]2)[CH2:11][CH2:10]1)[C@@:26]1([CH3:31])[C@@H:17]([C@:18]2([CH3:44])[C@@H:23]([CH2:24][CH2:25]1)[C:22]([CH3:32])([CH3:33])[C:21]([C:34]1[CH:43]=[CH:42][C:37]([C:38]([OH:40])=[O:39])=[CH:36][CH:35]=1)=[CH:20][CH2:19]2)[CH2:16][CH2:15]3)([OH:8])[CH3:7].[C:56]([O:59][CH2:60][C:61]([C@H:64]1[C@@H:68]2[C@@H:69]3[C@@:82]([CH3:85])([CH2:83][CH2:84][C@@:67]2([NH2:100])[CH2:66][CH2:65]1)[C@@:81]1([CH3:86])[C@@H:72]([C@:73]2([CH3:99])[C@@H:78]([CH2:79][CH2:80]1)[C:77]([CH3:88])([CH3:87])[C:76]([C:89]1[CH:98]=[CH:97][C:92]([C:93]([O:95][CH3:96])=[O:94])=[CH:91][CH:90]=1)=[CH:75][CH2:74]2)[CH2:71][CH2:70]3)([OH:63])[CH3:62])(=[O:58])[CH3:57], predict the reactants needed to synthesize it. The reactants are: C([O:4][CH2:5][C:6]([C@H:9]1[C@@H:13]2[C@@H:14]3[C@@:27]([CH3:30])([CH2:28][CH2:29][C@@:12]2([NH:45][CH2:46][CH2:47][N:48]2[CH2:53][CH2:52][S:51](=[O:55])(=[O:54])[CH2:50][CH2:49]2)[CH2:11][CH2:10]1)[C@@:26]1([CH3:31])[C@@H:17]([C@:18]2([CH3:44])[C@@H:23]([CH2:24][CH2:25]1)[C:22]([CH3:33])([CH3:32])[C:21]([C:34]1[CH:43]=[CH:42][C:37]([C:38]([O:40]C)=[O:39])=[CH:36][CH:35]=1)=[CH:20][CH2:19]2)[CH2:16][CH2:15]3)([OH:8])[CH3:7])(=O)C.[C:56]([O:59][CH2:60][C:61]([C@H:64]1[C@@H:68]2[C@@H:69]3[C@@:82]([CH3:85])([CH2:83][CH2:84][C@@:67]2([NH2:100])[CH2:66][CH2:65]1)[C@@:81]1([CH3:86])[C@@H:72]([C@:73]2([CH3:99])[C@@H:78]([CH2:79][CH2:80]1)[C:77]([CH3:88])([CH3:87])[C:76]([C:89]1[CH:98]=[CH:97][C:92]([C:93]([O:95][CH3:96])=[O:94])=[CH:91][CH:90]=1)=[CH:75][CH2:74]2)[CH2:71][CH2:70]3)([OH:63])[CH3:62])(=[O:58])[CH3:57].O.[OH-].[Li+].C(O)(C(F)(F)F)=O.